This data is from Catalyst prediction with 721,799 reactions and 888 catalyst types from USPTO. The task is: Predict which catalyst facilitates the given reaction. (1) Reactant: [N+:1]([C:4]1[CH:5]=[C:6]2[C:12]([OH:13])=[N:11][N:10]([S:14]([C:17]3[CH:23]=[CH:22][C:20]([CH3:21])=[CH:19][CH:18]=3)(=[O:16])=[O:15])[C:7]2=[N:8][CH:9]=1)([O-:3])=[O:2].C(=O)([O-])[O-].[Cs+].[Cs+].I[CH2:31][CH:32]1[CH2:35][O:34][CH2:33]1. Product: [N+:1]([C:4]1[CH:5]=[C:6]2[C:12]([O:13][CH2:31][CH:32]3[CH2:35][O:34][CH2:33]3)=[N:11][N:10]([S:14]([C:17]3[CH:23]=[CH:22][C:20]([CH3:21])=[CH:19][CH:18]=3)(=[O:15])=[O:16])[C:7]2=[N:8][CH:9]=1)([O-:3])=[O:2]. The catalyst class is: 18. (2) Reactant: [CH2:1]([Mg]Br)[CH3:2].[Cl-].[CH:6]([C:9]1C=CC=C(C(C)C)[C:10]=1[NH+]1CCN(C2C(C(C)C)=CC=CC=2C(C)C)C1)(C)[CH3:7].[C:35]1(P(C2C=CC=CC=2)C2C=CC=CC=2)[CH:40]=CC=[CH:37][CH:36]=1.Cl[C:55]1[CH:60]=[CH:59][CH:58]=[CH:57][C:56]=1[O:61][CH3:62].C1([Mg]Br)C2C(=CC=CC=2)C=CC=1.C(C(C(C([O-])=O)O)O)([O-])=O.[K+].[Na+].ClC1C=CC=C(C(OO)=O)C=1. Product: [CH3:62][O:61][C:56]1[CH:57]=[CH:58][CH:59]=[CH:60][C:55]=1[C:7]1[C:1]2[C:2](=[CH:40][CH:35]=[CH:36][CH:37]=2)[CH:10]=[CH:9][CH:6]=1. The catalyst class is: 1. (3) Reactant: [F:1][C:2]1[CH:10]=[C:9]([C:11]2[CH:16]=[CH:15][C:14]([O:17][CH2:18][CH:19]3[CH2:24][CH2:23][N:22]([CH2:25][C:26]([F:29])([CH3:28])[CH3:27])[CH2:21][CH2:20]3)=[CH:13][N:12]=2)[CH:8]=[CH:7][C:3]=1[C:4](O)=[O:5].[NH:30]1[CH2:37][CH2:36][CH2:35][C@H:31]1[C:32]([NH2:34])=[O:33].F[P-](F)(F)(F)(F)F.N1(O[P+](N(C)C)(N(C)C)N(C)C)C2C=CC=CC=2N=N1.[NH4+].[Cl-]. Product: [F:1][C:2]1[CH:10]=[C:9]([C:11]2[CH:16]=[CH:15][C:14]([O:17][CH2:18][CH:19]3[CH2:20][CH2:21][N:22]([CH2:25][C:26]([F:29])([CH3:28])[CH3:27])[CH2:23][CH2:24]3)=[CH:13][N:12]=2)[CH:8]=[CH:7][C:3]=1[C:4]([N:30]1[CH2:37][CH2:36][CH2:35][C@H:31]1[C:32]([NH2:34])=[O:33])=[O:5]. The catalyst class is: 3. (4) Reactant: [CH3:1][N:2]1[C:10]2[C:5](=[CH:6][CH:7]=[CH:8][CH:9]=2)[CH:4]=[C:3]1[C:11]([OH:13])=O.C(Cl)(=O)C([Cl:17])=O. Product: [CH3:1][N:2]1[C:10]2[C:5](=[CH:6][CH:7]=[CH:8][CH:9]=2)[CH:4]=[C:3]1[C:11]([Cl:17])=[O:13]. The catalyst class is: 120. (5) Reactant: [O:1]1[CH2:6][CH2:5][N:4]([C:7]2[C:16]3[C:11](=[CH:12][CH:13]=[CH:14][CH:15]=3)[C:10]([N:17]3[CH2:22][CH2:21][CH:20]([NH:23]C(=O)OC(C)(C)C)[CH2:19][CH2:18]3)=[N:9][N:8]=2)[CH2:3][CH2:2]1.FC(F)(F)C(O)=O. Product: [O:1]1[CH2:2][CH2:3][N:4]([C:7]2[C:16]3[C:11](=[CH:12][CH:13]=[CH:14][CH:15]=3)[C:10]([N:17]3[CH2:18][CH2:19][CH:20]([NH2:23])[CH2:21][CH2:22]3)=[N:9][N:8]=2)[CH2:5][CH2:6]1. The catalyst class is: 2. (6) Reactant: [F:1][C:2]([F:14])([F:13])[C:3]1[CH:11]=[CH:10][CH:9]=[C:5]([C:6]([OH:8])=O)[C:4]=1[NH2:12].O=S(Cl)Cl.[Cl:19][C:20]1[CH:26]=[CH:25][CH:24]=[CH:23][C:21]=1[NH2:22].C(Cl)(Cl)Cl. Product: [NH2:12][C:4]1[C:3]([C:2]([F:1])([F:14])[F:13])=[CH:11][CH:10]=[CH:9][C:5]=1[C:6]([NH:22][C:21]1[CH:23]=[CH:24][CH:25]=[CH:26][C:20]=1[Cl:19])=[O:8]. The catalyst class is: 48.